Task: Predict the reactants needed to synthesize the given product.. Dataset: Full USPTO retrosynthesis dataset with 1.9M reactions from patents (1976-2016) (1) Given the product [C:1]([O:49][C:46]([C:35]1[CH:30]=[CH:31][N:32]=[CH:33][C:34]=1[C:8]1[NH:9][C:10]2[C:15]([C:7]=1[CH:1]1[CH2:6][CH2:5][CH2:4][CH2:3][CH2:2]1)=[CH:14][CH:13]=[C:12]([C:16]([O:18][CH3:19])=[O:17])[CH:11]=2)=[O:47])([CH3:7])([CH3:6])[CH3:2], predict the reactants needed to synthesize it. The reactants are: [CH:1]1([C:7]2[C:15]3[C:10](=[CH:11][C:12]([C:16]([O:18][CH3:19])=[O:17])=[CH:13][CH:14]=3)[NH:9][C:8]=2B2OC(C)(C)C(C)(C)O2)[CH2:6][CH2:5][CH2:4][CH2:3][CH2:2]1.Br[C:30]1[CH:31]=[N:32][CH:33]=[CH:34][C:35]=1NC(=O)OC(C)(C)C.[Li+].[Cl-].[C:46]([O-:49])([O-])=[O:47].[Na+].[Na+]. (2) Given the product [CH3:12][C:11]1[S:10][C:9]([C:13]([O:15][CH3:16])=[O:14])=[CH:8][C:7]=1[C:6]1[N:5]([CH3:17])[N:4]=[CH:3][C:2]=1/[CH:24]=[CH:25]\[CH3:26], predict the reactants needed to synthesize it. The reactants are: Br[C:2]1[CH:3]=[N:4][N:5]([CH3:17])[C:6]=1[C:7]1[CH:8]=[C:9]([C:13]([O:15][CH3:16])=[O:14])[S:10][C:11]=1[CH3:12].C(=O)([O-])[O-].[K+].[K+].[CH:24](/B(O)O)=[CH:25]/[CH3:26]. (3) The reactants are: [CH:1]1([C:4]2[CH:5]=[CH:6][C:7]([C:15]([OH:17])=O)=[N:8][C:9]=2[O:10][CH2:11][CH:12]2[CH2:14][CH2:13]2)[CH2:3][CH2:2]1.[NH2:18][C:19]1([CH2:24][C:25]([NH2:27])=[O:26])[CH2:23][CH2:22][O:21][CH2:20]1.CCN(C(C)C)C(C)C. Given the product [NH2:27][C:25](=[O:26])[CH2:24][C:19]1([NH:18][C:15]([C:7]2[CH:6]=[CH:5][C:4]([CH:1]3[CH2:2][CH2:3]3)=[C:9]([O:10][CH2:11][CH:12]3[CH2:13][CH2:14]3)[N:8]=2)=[O:17])[CH2:23][CH2:22][O:21][CH2:20]1, predict the reactants needed to synthesize it.